This data is from Peptide-MHC class I binding affinity with 185,985 pairs from IEDB/IMGT. The task is: Regression. Given a peptide amino acid sequence and an MHC pseudo amino acid sequence, predict their binding affinity value. This is MHC class I binding data. (1) The peptide sequence is ELEALKTEL. The MHC is HLA-A02:06 with pseudo-sequence HLA-A02:06. The binding affinity (normalized) is 0. (2) The peptide sequence is LLWTLVVLL. The MHC is HLA-B35:01 with pseudo-sequence HLA-B35:01. The binding affinity (normalized) is 0.